Dataset: Full USPTO retrosynthesis dataset with 1.9M reactions from patents (1976-2016). Task: Predict the reactants needed to synthesize the given product. (1) The reactants are: Br[C:2]1[CH:3]=[C:4]2[C:9](=[CH:10][CH:11]=1)[N:8]=[C:7]([C:12]1[CH:17]=[CH:16][CH:15]=[C:14]([F:18])[CH:13]=1)[CH:6]=[C:5]2[NH:19][CH3:20].[Cl:21][C:22]1[CH:23]=[C:24](B(O)O)[CH:25]=[C:26]([Cl:28])[CH:27]=1.C(=O)([O-])[O-].[Na+].[Na+]. Given the product [Cl:21][C:22]1[CH:23]=[C:24]([C:2]2[CH:3]=[C:4]3[C:9](=[CH:10][CH:11]=2)[N:8]=[C:7]([C:12]2[CH:17]=[CH:16][CH:15]=[C:14]([F:18])[CH:13]=2)[CH:6]=[C:5]3[NH:19][CH3:20])[CH:25]=[C:26]([Cl:28])[CH:27]=1, predict the reactants needed to synthesize it. (2) Given the product [N:15]([C@H:25]([C:23]1[CH:22]=[CH:21][N:20]=[C:19]([Cl:18])[CH:24]=1)[CH3:26])=[N+:16]=[N-:17], predict the reactants needed to synthesize it. The reactants are: C1(P([N:15]=[N+:16]=[N-:17])(C2C=CC=CC=2)=O)C=CC=CC=1.[Cl:18][C:19]1[CH:24]=[C:23]([C@H:25](O)[CH3:26])[CH:22]=[CH:21][N:20]=1.C1CCN2C(=NCCC2)CC1.O. (3) Given the product [ClH:1].[CH3:2][CH:3]1[CH2:4][CH2:5][NH:6][CH2:7][CH:8]1[C:9]([OH:11])=[O:10], predict the reactants needed to synthesize it. The reactants are: [ClH:1].[CH3:2][C:3]1[C:8]([C:9]([OH:11])=[O:10])=[CH:7][N:6]=[CH:5][CH:4]=1.[H][H]. (4) Given the product [CH3:1][C:2]1[CH:7]=[C:6]([CH3:8])[CH:5]=[CH:4][C:3]=1[N:9]([CH2:22][CH:23]([CH3:25])[CH3:24])[S:10]([C:13]1[CH:18]=[CH:17][C:16]([CH:19]2[CH2:20][O:31]2)=[C:15]([OH:21])[CH:14]=1)(=[O:11])=[O:12], predict the reactants needed to synthesize it. The reactants are: [CH3:1][C:2]1[CH:7]=[C:6]([CH3:8])[CH:5]=[CH:4][C:3]=1[N:9]([CH2:22][CH:23]([CH3:25])[CH3:24])[S:10]([C:13]1[CH:18]=[CH:17][C:16]([CH:19]=[CH2:20])=[C:15]([OH:21])[CH:14]=1)(=[O:12])=[O:11].ClC1C=C(C=CC=1)C(OO)=[O:31]. (5) Given the product [CH:16]1([CH2:19][O:20][CH:21]2[CH2:26][CH2:25][N:24]([CH2:2][CH2:3][CH2:4][N:5]3[C:10]4[CH:11]=[CH:12][CH:13]=[CH:14][C:9]=4[O:8][CH2:7][C:6]3=[O:15])[CH2:23][CH2:22]2)[CH2:17][CH2:18]1, predict the reactants needed to synthesize it. The reactants are: Cl[CH2:2][CH2:3][CH2:4][N:5]1[C:10]2[CH:11]=[CH:12][CH:13]=[CH:14][C:9]=2[O:8][CH2:7][C:6]1=[O:15].[CH:16]1([CH2:19][O:20][CH:21]2[CH2:26][CH2:25][NH:24][CH2:23][CH2:22]2)[CH2:18][CH2:17]1.[Na+].[I-].C([O-])([O-])=O.[K+].[K+]. (6) Given the product [Cl:12][C:13]1[CH:18]=[CH:17][C:16]([NH:19][CH:2]([C:6]2[CH:11]=[CH:10][CH:9]=[CH:8][CH:7]=2)[C:3]([OH:5])=[O:4])=[CH:15][CH:14]=1, predict the reactants needed to synthesize it. The reactants are: Br[CH:2]([C:6]1[CH:11]=[CH:10][CH:9]=[CH:8][CH:7]=1)[C:3]([OH:5])=[O:4].[Cl:12][C:13]1[CH:18]=[CH:17][C:16]([NH2:19])=[CH:15][CH:14]=1. (7) Given the product [NH2:16][CH2:15][C:3]1[N:2]([CH3:1])[C:7](=[O:8])[CH:6]=[C:5]([C:9]2[CH:14]=[CH:13][N:12]=[CH:11][N:10]=2)[N:4]=1, predict the reactants needed to synthesize it. The reactants are: [CH3:1][N:2]1[C:7](=[O:8])[CH:6]=[C:5]([C:9]2[CH:14]=[CH:13][N:12]=[CH:11][N:10]=2)[N:4]=[C:3]1[CH2:15][N:16]1C(=O)C2C(=CC=CC=2)C1=O.O.NN. (8) The reactants are: Cl[C:2]1[NH:3][C:4]2[CH:10]=[CH:9][CH:8]=[CH:7][C:5]=2[N:6]=1.[NH2:11][C:12]1[CH:13]=[C:14]([C:19]([F:22])([F:21])[F:20])[CH:15]=[CH:16][C:17]=1[Cl:18]. Given the product [N:6]1[C:5]2[CH:7]=[CH:8][CH:9]=[CH:10][C:4]=2[NH:3][C:2]=1[NH:11][C:12]1[CH:13]=[C:14]([C:19]([F:20])([F:21])[F:22])[CH:15]=[CH:16][C:17]=1[Cl:18], predict the reactants needed to synthesize it.